From a dataset of Full USPTO retrosynthesis dataset with 1.9M reactions from patents (1976-2016). Predict the reactants needed to synthesize the given product. (1) Given the product [Cl:1][C:2]1[C:10]2[N:9]=[C:8]([CH2:11][CH3:12])[N:7]([CH2:13][C:14]3[O:16][C:27]([C:24]4[CH:25]=[N:26][C:21]([C:20]([F:32])([F:19])[F:31])=[CH:22][CH:23]=4)=[N:29][N:30]=3)[C:6]=2[CH:5]=[CH:4][C:3]=1[C:17]#[N:18], predict the reactants needed to synthesize it. The reactants are: [Cl:1][C:2]1[C:10]2[N:9]=[C:8]([CH2:11][CH3:12])[N:7]([CH2:13][C:14]([OH:16])=O)[C:6]=2[CH:5]=[CH:4][C:3]=1[C:17]#[N:18].[F:19][C:20]([F:32])([F:31])[C:21]1[N:26]=[CH:25][C:24]([C:27]([NH:29][NH2:30])=O)=[CH:23][CH:22]=1. (2) The reactants are: [OH:1][C:2]1[CH:3]=[C:4]([S:11]([N:14]([CH2:20][C:21]2[CH:26]=[CH:25][C:24]([O:27][CH3:28])=[CH:23][CH:22]=2)[C:15]2[S:16][CH:17]=[CH:18][N:19]=2)(=[O:13])=[O:12])[CH:5]=[CH:6][C:7]=1[N+:8]([O-])=O. Given the product [NH2:8][C:7]1[CH:6]=[CH:5][C:4]([S:11]([N:14]([CH2:20][C:21]2[CH:26]=[CH:25][C:24]([O:27][CH3:28])=[CH:23][CH:22]=2)[C:15]2[S:16][CH:17]=[CH:18][N:19]=2)(=[O:12])=[O:13])=[CH:3][C:2]=1[OH:1], predict the reactants needed to synthesize it. (3) Given the product [C:18]1([O:17][C:15](=[O:16])[NH:1][C:2]2[S:3][C:4]([Br:7])=[CH:5][N:6]=2)[CH:23]=[CH:22][CH:21]=[CH:20][CH:19]=1, predict the reactants needed to synthesize it. The reactants are: [NH2:1][C:2]1[S:3][C:4]([Br:7])=[CH:5][N:6]=1.N1C=CC=CC=1.Cl[C:15]([O:17][C:18]1[CH:23]=[CH:22][CH:21]=[CH:20][CH:19]=1)=[O:16].